From a dataset of Forward reaction prediction with 1.9M reactions from USPTO patents (1976-2016). Predict the product of the given reaction. (1) Given the reactants [OH:1][C:2]1[CH:3]=[C:4]([CH:7]=[CH:8][C:9]=1[I:10])[CH:5]=[O:6].[CH2:11](Br)[C:12]1[CH:17]=[CH:16][CH:15]=[CH:14][CH:13]=1.C(=O)([O-])[O-].[K+].[K+], predict the reaction product. The product is: [CH2:11]([O:1][C:2]1[CH:3]=[C:4]([CH:7]=[CH:8][C:9]=1[I:10])[CH:5]=[O:6])[C:12]1[CH:17]=[CH:16][CH:15]=[CH:14][CH:13]=1. (2) Given the reactants [CH3:1][C:2]1[N:11]([C:12]2[CH:17]=[CH:16][CH:15]=[CH:14][CH:13]=2)[C:10](=[O:18])[C:9]2[C:4](=[CH:5][CH:6]=[CH:7][CH:8]=2)[N:3]=1.[OH:19][C:20]1[C:21]([O:28]C)=[C:22]([CH:25]=[CH:26][CH:27]=1)[CH:23]=O.CC([O-])=O.[Na+], predict the reaction product. The product is: [OH:28][C:21]1[C:20]([OH:19])=[CH:27][CH:26]=[CH:25][C:22]=1[CH:23]=[CH:1][C:2]1[N:11]([C:12]2[CH:17]=[CH:16][CH:15]=[CH:14][CH:13]=2)[C:10](=[O:18])[C:9]2[C:4](=[CH:5][CH:6]=[CH:7][CH:8]=2)[N:3]=1. (3) Given the reactants [S:1]([N:11]1[C:19]2[CH:18]=[CH:17][N:16]=[C:15]([CH:20]([NH2:22])[CH3:21])[C:14]=2[CH:13]=[CH:12]1)([C:4]1[CH:10]=[CH:9][C:7]([CH3:8])=[CH:6][CH:5]=1)(=[O:3])=[O:2].Cl[C:24]1[N:29]=[C:28]([NH:30][C:31]2[CH:35]=[C:34]([CH:36]3[CH2:38][CH2:37]3)[NH:33][N:32]=2)[CH:27]=[CH:26][N:25]=1.CCN(C(C)C)C(C)C, predict the reaction product. The product is: [CH:36]1([C:34]2[NH:33][N:32]=[C:31]([NH:30][C:28]3[CH:27]=[CH:26][N:25]=[C:24]([NH:22][CH:20]([C:15]4[C:14]5[CH:13]=[CH:12][N:11]([S:1]([C:4]6[CH:5]=[CH:6][C:7]([CH3:8])=[CH:9][CH:10]=6)(=[O:3])=[O:2])[C:19]=5[CH:18]=[CH:17][N:16]=4)[CH3:21])[N:29]=3)[CH:35]=2)[CH2:38][CH2:37]1. (4) Given the reactants Br[C:2]1[CH:7]=[CH:6][CH:5]=[CH:4][C:3]=1[CH2:8][C:9]([OH:11])=[O:10].[CH3:12][S:13][C:14]1[CH:15]=[C:16]([CH:18]=[CH:19][CH:20]=1)[NH2:17], predict the reaction product. The product is: [CH3:12][S:13][C:14]1[CH:15]=[C:16]([NH:17][C:2]2[CH:7]=[CH:6][CH:5]=[CH:4][C:3]=2[CH2:8][C:9]([OH:11])=[O:10])[CH:18]=[CH:19][CH:20]=1.